From a dataset of Ames mutagenicity test results for genotoxicity prediction. Regression/Classification. Given a drug SMILES string, predict its toxicity properties. Task type varies by dataset: regression for continuous values (e.g., LD50, hERG inhibition percentage) or binary classification for toxic/non-toxic outcomes (e.g., AMES mutagenicity, cardiotoxicity, hepatotoxicity). Dataset: ames. The drug is CNC(=O)c1c(N(C)N=O)ncn1C. The result is 0 (non-mutagenic).